From a dataset of Peptide-MHC class I binding affinity with 185,985 pairs from IEDB/IMGT. Regression. Given a peptide amino acid sequence and an MHC pseudo amino acid sequence, predict their binding affinity value. This is MHC class I binding data. (1) The peptide sequence is SIIQEKLGY. The MHC is HLA-B38:01 with pseudo-sequence HLA-B38:01. The binding affinity (normalized) is 0.0847. (2) The peptide sequence is LTWLFSNCR. The MHC is Mamu-B6601 with pseudo-sequence Mamu-B6601. The binding affinity (normalized) is 0.398. (3) The peptide sequence is NHIMVELSL. The MHC is Mamu-A07 with pseudo-sequence Mamu-A07. The binding affinity (normalized) is 0.874. (4) The peptide sequence is RTFGKLPYR. The MHC is HLA-A03:01 with pseudo-sequence HLA-A03:01. The binding affinity (normalized) is 0.674. (5) The binding affinity (normalized) is 0. The MHC is HLA-A24:02 with pseudo-sequence HLA-A24:02. The peptide sequence is KLIIDREVV. (6) The peptide sequence is YLFNQHIKK. The MHC is HLA-A31:01 with pseudo-sequence HLA-A31:01. The binding affinity (normalized) is 0.214.